Dataset: Catalyst prediction with 721,799 reactions and 888 catalyst types from USPTO. Task: Predict which catalyst facilitates the given reaction. (1) Reactant: [C:1]([C:4]1[CH:9]=[CH:8][N:7]2[C:10]([CH3:14])=[C:11]([CH3:13])[N:12]=[C:6]2[C:5]=1[NH:15]C(=O)C(C)(C)C)(=[O:3])[CH3:2].S(=O)(=O)(O)O.C(Cl)Cl.[OH-].[Na+]. Product: [C:1]([C:4]1[CH:9]=[CH:8][N:7]2[C:10]([CH3:14])=[C:11]([CH3:13])[N:12]=[C:6]2[C:5]=1[NH2:15])(=[O:3])[CH3:2]. The catalyst class is: 5. (2) Reactant: C[O:2][C:3]([C:5]1[CH:25]=[CH:24][C:8]2[N:9]([CH3:23])[C:10](=[O:22])[N:11]([CH2:15][C:16]3[CH:21]=[CH:20][CH:19]=[CH:18][CH:17]=3)[S:12](=[O:14])(=[O:13])[C:7]=2[CH:6]=1)=[O:4].[OH-].[Na+]. Product: [CH2:15]([N:11]1[C:10](=[O:22])[N:9]([CH3:23])[C:8]2[CH:24]=[CH:25][C:5]([C:3]([OH:4])=[O:2])=[CH:6][C:7]=2[S:12]1(=[O:14])=[O:13])[C:16]1[CH:17]=[CH:18][CH:19]=[CH:20][CH:21]=1. The catalyst class is: 5.